The task is: Predict the reactants needed to synthesize the given product.. This data is from Full USPTO retrosynthesis dataset with 1.9M reactions from patents (1976-2016). (1) Given the product [ClH:28].[ClH:28].[CH:1]1([C:4]2[N:9]=[CH:8][C:7]([O:10][C:11]3[CH:18]=[CH:17][C:14]([CH2:15][CH2:19][NH2:20])=[CH:13][CH:12]=3)=[CH:6][N:5]=2)[CH2:3][CH2:2]1, predict the reactants needed to synthesize it. The reactants are: [CH:1]1([C:4]2[N:9]=[CH:8][C:7]([O:10][C:11]3[CH:18]=[CH:17][C:14]([CH:15]=O)=[CH:13][CH:12]=3)=[CH:6][N:5]=2)[CH2:3][CH2:2]1.[CH3:19][NH2:20].C1COCC1.[BH4-].[Na+].[ClH:28]. (2) Given the product [Cl:1][C:2]1[CH:7]=[CH:6][CH:5]=[C:4]([Cl:8])[C:3]=1[NH:9][C:10]([NH:12][C:13]1[C:14]([C:23]([NH:25][C@H:26]([C:31]([OH:33])=[O:32])[CH2:27][CH2:28][CH2:29][CH3:30])=[O:24])=[N:15][C:16]2[C:21]([CH:22]=1)=[CH:20][CH:19]=[CH:18][CH:17]=2)=[O:11], predict the reactants needed to synthesize it. The reactants are: [Cl:1][C:2]1[CH:7]=[CH:6][CH:5]=[C:4]([Cl:8])[C:3]=1[NH:9][C:10]([NH:12][C:13]1[C:14]([C:23]([NH:25][C@H:26]([C:31]([O:33]C)=[O:32])[CH2:27][CH2:28][CH2:29][CH3:30])=[O:24])=[N:15][C:16]2[C:21]([CH:22]=1)=[CH:20][CH:19]=[CH:18][CH:17]=2)=[O:11].Cl. (3) Given the product [CH3:2][CH2:1][O:3][C:4]([C:6]1[N:7]([C:18]([O:20][C:21]([CH3:24])([CH3:23])[CH3:22])=[O:19])[C:8]2[C:13]([CH:14]=1)=[CH:12][C:11]([O:15][CH3:16])=[C:10]([Br:17])[CH:9]=2)=[O:5], predict the reactants needed to synthesize it. The reactants are: [CH2:1]([O:3][C:4]([C:6]1[NH:7][C:8]2[C:13]([CH:14]=1)=[CH:12][C:11]([O:15][CH3:16])=[C:10]([Br:17])[CH:9]=2)=[O:5])[CH3:2].[C:18](O[C:18]([O:20][C:21]([CH3:24])([CH3:23])[CH3:22])=[O:19])([O:20][C:21]([CH3:24])([CH3:23])[CH3:22])=[O:19].